From a dataset of Forward reaction prediction with 1.9M reactions from USPTO patents (1976-2016). Predict the product of the given reaction. (1) Given the reactants [H-].[Na+].[C:3]([O:7][C:8]([N:10]1[CH2:15][CH2:14][O:13][CH2:12][CH:11]1[CH2:16][OH:17])=[O:9])([CH3:6])([CH3:5])[CH3:4].[N+](C1C=CC([O:27][C:28]([N:30]2[CH2:35][CH2:34][N:33]([C:36]3[CH:41]=[CH:40][C:39]([F:42])=[CH:38][CH:37]=3)[CH2:32][CH2:31]2)=O)=CC=1)([O-])=O.C([O-])(O)=O.[Na+], predict the reaction product. The product is: [C:3]([O:7][C:8]([N:10]1[CH2:15][CH2:14][O:13][CH2:12][CH:11]1[CH2:16][O:17][C:28]([N:30]1[CH2:31][CH2:32][N:33]([C:36]2[CH:41]=[CH:40][C:39]([F:42])=[CH:38][CH:37]=2)[CH2:34][CH2:35]1)=[O:27])=[O:9])([CH3:6])([CH3:5])[CH3:4]. (2) Given the reactants [N+:1]([C:4]1[CH:5]=[C:6]2[C:10](=[CH:11][CH:12]=1)[N:9]([CH2:13][CH2:14][N:15]1[CH2:19][CH2:18][CH2:17][CH2:16]1)[N:8]=[CH:7]2)([O-])=O, predict the reaction product. The product is: [N:15]1([CH2:14][CH2:13][N:9]2[C:10]3[C:6](=[CH:5][C:4]([NH2:1])=[CH:12][CH:11]=3)[CH:7]=[N:8]2)[CH2:19][CH2:18][CH2:17][CH2:16]1.